Dataset: Peptide-MHC class II binding affinity with 134,281 pairs from IEDB. Task: Regression. Given a peptide amino acid sequence and an MHC pseudo amino acid sequence, predict their binding affinity value. This is MHC class II binding data. (1) The peptide sequence is VNFYAWKRMEVGQQA. The MHC is DRB1_0901 with pseudo-sequence DRB1_0901. The binding affinity (normalized) is 0.342. (2) The peptide sequence is ANCLRKNGKRVIQLS. The MHC is DRB1_1302 with pseudo-sequence DRB1_1302. The binding affinity (normalized) is 0.597. (3) The peptide sequence is PRTKYTATISGLKPG. The MHC is DRB1_0802 with pseudo-sequence DRB1_0802. The binding affinity (normalized) is 0.413. (4) The peptide sequence is LVGPFNFRFMSKGGMRNVFDEVIPT. The MHC is HLA-DPA10103-DPB10401 with pseudo-sequence HLA-DPA10103-DPB10401. The binding affinity (normalized) is 0.361.